Dataset: Reaction yield outcomes from USPTO patents with 853,638 reactions. Task: Predict the reaction yield, written as a fraction of the theoretical maximum amount of product (1.0 means a 100% yield; for example, 0.34 means a 34% yield). (1) The reactants are C([O:8][C:9]1[C:18](=[O:19])[N:17]2[C:12]([CH2:13][O:14][CH2:15][CH2:16]2)=[N:11][C:10]=1[C:20]([O:22][CH2:23][CH3:24])=[O:21])C1C=CC=CC=1.[H][H]. The catalyst is C(OCC)(=O)C.C(O)C.[Pd]. The product is [OH:8][C:9]1[C:18](=[O:19])[N:17]2[C:12]([CH2:13][O:14][CH2:15][CH2:16]2)=[N:11][C:10]=1[C:20]([O:22][CH2:23][CH3:24])=[O:21]. The yield is 0.940. (2) The reactants are Cl[C:2]1[N:7]2[N:8]=[C:9]([CH3:23])[C:10]([CH2:11][C:12]3[CH:17]=[CH:16][CH:15]=[C:14]([C:18]([F:21])([F:20])[F:19])[C:13]=3[CH3:22])=[C:6]2[N:5]=[C:4]([N:24]2[CH2:29][CH2:28][O:27][CH2:26][CH2:25]2)[CH:3]=1.[CH3:30][OH:31].[OH-:32].[Na+].Cl. The catalyst is CN(C)C=O.O1CCCC1.C([O-])(=O)C.[Pd+2].C([O-])(=O)C.C1C=CC(P(C2C=CC=CC=2)[C-]2C=CC=C2)=CC=1.C1C=CC(P(C2C=CC=CC=2)[C-]2C=CC=C2)=CC=1.[Fe+2].O. The product is [CH3:23][C:9]1[C:10]([CH2:11][C:12]2[CH:17]=[CH:16][CH:15]=[C:14]([C:18]([F:21])([F:20])[F:19])[C:13]=2[CH3:22])=[C:6]2[N:5]=[C:4]([N:24]3[CH2:29][CH2:28][O:27][CH2:26][CH2:25]3)[CH:3]=[C:2]([C:30]([OH:32])=[O:31])[N:7]2[N:8]=1. The yield is 0.530. (3) The reactants are [NH2:1][CH2:2][C:3]1([OH:8])[CH2:7][CH2:6][CH2:5][CH2:4]1.C(N(CC)CC)C.Cl[C:17]1[C:26]2[C:21](=[CH:22][CH:23]=[CH:24][CH:25]=2)[N:20]=[CH:19][C:18]=1[N+:27]([O-:29])=[O:28]. The catalyst is ClCCl.O. The product is [N+:27]([C:18]1[CH:19]=[N:20][C:21]2[C:26]([C:17]=1[NH:1][CH2:2][C:3]1([OH:8])[CH2:7][CH2:6][CH2:5][CH2:4]1)=[CH:25][CH:24]=[CH:23][CH:22]=2)([O-:29])=[O:28]. The yield is 0.520. (4) The reactants are Br[CH2:2][C:3]1[S:11][C:10]2[C:9]([N:12]3[CH2:17][CH2:16][O:15][CH2:14][CH2:13]3)=[N:8][C:7]([Cl:18])=[N:6][C:5]=2[CH:4]=1.O.[C:20]([O:24][C:25](=[O:34])[N:26]([CH3:33])[CH:27]1[CH2:32][CH2:31][NH:30][CH2:29][CH2:28]1)([CH3:23])([CH3:22])[CH3:21].C(=O)([O-])[O-].[Cs+].[Cs+]. The catalyst is CN(C=O)C. The product is [C:20]([O:24][C:25](=[O:34])[N:26]([CH:27]1[CH2:28][CH2:29][N:30]([CH2:2][C:3]2[S:11][C:10]3[C:9]([N:12]4[CH2:17][CH2:16][O:15][CH2:14][CH2:13]4)=[N:8][C:7]([Cl:18])=[N:6][C:5]=3[CH:4]=2)[CH2:31][CH2:32]1)[CH3:33])([CH3:23])([CH3:21])[CH3:22]. The yield is 0.620. (5) The reactants are O[CH2:2][C:3]#[C:4][C:5]1[CH:6]=[C:7]([CH:17]=[CH:18][CH:19]=1)[O:8][CH2:9][C:10]([O:12]C(C)(C)C)=[O:11].C([N:22]([CH2:25][CH3:26])[CH2:23][CH3:24])C.CS(Cl)(=O)=O.[C:32](O)(=O)[CH2:33][C:34]([CH2:39][C:40](O)=O)([C:36]([OH:38])=O)O.[Br-].[Li+].[CH3:47][C:48](C)([O-])C.[K+].[OH-].[Na+]. The catalyst is O1CCCC1.CO.O. The product is [CH3:47][C:48]1[CH:32]=[CH:33][C:34]([C:36]([C:25]2[N:22]([CH2:2][C:3]#[C:4][C:5]3[CH:6]=[C:7]([CH:17]=[CH:18][CH:19]=3)[O:8][CH2:9][C:10]([OH:12])=[O:11])[CH:23]=[CH:24][CH:26]=2)=[O:38])=[CH:39][CH:40]=1. The yield is 0.950. (6) The reactants are C[O:2][C:3]([C:5]1[CH:10]=[CH:9][C:8]([C:11]2[CH:16]=[CH:15][C:14]([Cl:17])=[CH:13][CH:12]=2)=[CH:7][C:6]=1[O:18][CH3:19])=[O:4].O.[Li+].[OH-]. The catalyst is C1COCC1. The product is [Cl:17][C:14]1[CH:13]=[CH:12][C:11]([C:8]2[CH:9]=[CH:10][C:5]([C:3]([OH:4])=[O:2])=[C:6]([O:18][CH3:19])[CH:7]=2)=[CH:16][CH:15]=1. The yield is 0.910. (7) The reactants are [CH2:1]([O:5][CH2:6][C:7]1[CH:12]=[CH:11][C:10]([CH2:13][CH2:14][N+:15]([O-:17])=O)=[CH:9][CH:8]=1)[CH2:2][CH2:3][CH3:4].C[O-].[Na+].C(Cl)[Cl:22]. The catalyst is CO.[Ti](Cl)(Cl)(Cl)Cl. The product is [CH2:1]([O:5][CH2:6][C:7]1[CH:12]=[CH:11][C:10]([CH2:13][C:14]([Cl:22])=[N:15][OH:17])=[CH:9][CH:8]=1)[CH2:2][CH2:3][CH3:4]. The yield is 0.990.